This data is from Catalyst prediction with 721,799 reactions and 888 catalyst types from USPTO. The task is: Predict which catalyst facilitates the given reaction. (1) Reactant: F[C:2]1[CH:7]=[CH:6][C:5]([N+:8]([O-:10])=[O:9])=[C:4]([O:11][CH3:12])[CH:3]=1.[OH:13][CH:14]1[CH2:19][CH2:18][NH:17][CH2:16][CH2:15]1.C(=O)([O-])[O-].[K+].[K+]. Product: [CH3:12][O:11][C:4]1[CH:3]=[C:2]([N:17]2[CH2:18][CH2:19][CH:14]([OH:13])[CH2:15][CH2:16]2)[CH:7]=[CH:6][C:5]=1[N+:8]([O-:10])=[O:9]. The catalyst class is: 58. (2) Reactant: I[C:2]1[C:7]([N+:8]([O-:10])=[O:9])=[CH:6][N:5]=[C:4]2[O:11][CH2:12][CH2:13][C:3]=12.[OH:14][C@:15]1([CH3:30])[C@@H:20]([CH3:21])[CH2:19][NH:18][CH2:17][C@H:16]1[NH:22][C:23](=[O:29])[O:24][C:25]([CH3:28])([CH3:27])[CH3:26].CCN(C(C)C)C(C)C. Product: [OH:14][C@:15]1([CH3:30])[C@@H:20]([CH3:21])[CH2:19][N:18]([C:2]2[C:7]([N+:8]([O-:10])=[O:9])=[CH:6][N:5]=[C:4]3[O:11][CH2:12][CH2:13][C:3]=23)[CH2:17][C@H:16]1[NH:22][C:23](=[O:29])[O:24][C:25]([CH3:28])([CH3:27])[CH3:26]. The catalyst class is: 14.